Regression. Given a peptide amino acid sequence and an MHC pseudo amino acid sequence, predict their binding affinity value. This is MHC class I binding data. From a dataset of Peptide-MHC class I binding affinity with 185,985 pairs from IEDB/IMGT. (1) The peptide sequence is DTDISQLHH. The MHC is HLA-A02:01 with pseudo-sequence HLA-A02:01. The binding affinity (normalized) is 0.0847. (2) The peptide sequence is SEEPSPYQQY. The MHC is HLA-A01:01 with pseudo-sequence HLA-A01:01. The binding affinity (normalized) is 0.565. (3) The peptide sequence is NTPTFAIKKK. The MHC is Mamu-B8301 with pseudo-sequence Mamu-B8301. The binding affinity (normalized) is 0.583.